Dataset: Catalyst prediction with 721,799 reactions and 888 catalyst types from USPTO. Task: Predict which catalyst facilitates the given reaction. (1) Reactant: [CH3:1][CH:2]([CH3:11])[CH2:3][CH2:4][NH:5][C:6]1[NH:7][N:8]=[CH:9][CH:10]=1.CCN(CC)CC.[CH2:19]([O:21][C:22]([CH:24]([C:30](OCC)=[O:31])[C:25](OCC)=[O:26])=[O:23])[CH3:20]. Product: [CH2:19]([O:21][C:22]([CH:24]1[C:30](=[O:31])[N:7]2[N:8]=[CH:9][CH:10]=[C:6]2[N:5]([CH2:4][CH2:3][CH:2]([CH3:11])[CH3:1])[C:25]1=[O:26])=[O:23])[CH3:20]. The catalyst class is: 10. (2) Reactant: C=O.[F:3][C:4]([F:31])([F:30])[C:5]1[CH:29]=[CH:28][C:8]2[NH:9][C:10]3[CH:27]=[CH:26][CH:25]=[CH:24][C:11]=3[N:12]=[C:13]([N:14]3[CH2:19][CH2:18][NH:17][C@@H:16]([CH2:20][CH2:21][O:22][CH3:23])[CH2:15]3)[C:7]=2[CH:6]=1.[C:32](O[BH-](OC(=O)C)OC(=O)C)(=O)C.[Na+]. Product: [F:31][C:4]([F:30])([F:3])[C:5]1[CH:29]=[CH:28][C:8]2[NH:9][C:10]3[CH:27]=[CH:26][CH:25]=[CH:24][C:11]=3[N:12]=[C:13]([N:14]3[CH2:19][CH2:18][N:17]([CH3:32])[C@@H:16]([CH2:20][CH2:21][O:22][CH3:23])[CH2:15]3)[C:7]=2[CH:6]=1. The catalyst class is: 68. (3) The catalyst class is: 632. Reactant: CON(C)[C:4]([CH:6]1[CH2:10][CH2:9][CH2:8][N:7]1[C:11]([O:13][C:14]([CH3:17])([CH3:16])[CH3:15])=[O:12])=[O:5].[CH:19]([Mg]Br)=[CH2:20]. Product: [C:4]([CH:6]1[CH2:10][CH2:9][CH2:8][N:7]1[C:11]([O:13][C:14]([CH3:15])([CH3:16])[CH3:17])=[O:12])(=[O:5])[CH:19]=[CH2:20].